From a dataset of Reaction yield outcomes from USPTO patents with 853,638 reactions. Predict the reaction yield, written as a fraction of the theoretical maximum amount of product (1.0 means a 100% yield; for example, 0.34 means a 34% yield). (1) The reactants are [CH3:1][O:2][C:3]1[CH:8]=[CH:7][CH:6]=[CH:5][C:4]=1[C:9]1[O:13][C:12]([CH3:14])=[C:11]([CH:15]([NH:20][C:21]2[CH:29]=[CH:28][C:24]([C:25](O)=[O:26])=[CH:23][CH:22]=2)[CH2:16][CH:17]([CH3:19])[CH3:18])[CH:10]=1.[CH3:30][NH:31][CH2:32][CH2:33][C:34]([O:36]CC)=[O:35].Cl.C(N=C=NCCCN(C)C)C.O.OC1C2N=NNC=2C=CC=1. The catalyst is CN(C)C=O.C(OCC)(=O)C.C(N(CC)CC)C. The product is [CH3:1][O:2][C:3]1[CH:8]=[CH:7][CH:6]=[CH:5][C:4]=1[C:9]1[O:13][C:12]([CH3:14])=[C:11]([CH:15]([NH:20][C:21]2[CH:22]=[CH:23][C:24]([C:25]([N:31]([CH3:30])[CH2:32][CH2:33][C:34]([OH:36])=[O:35])=[O:26])=[CH:28][CH:29]=2)[CH2:16][CH:17]([CH3:18])[CH3:19])[CH:10]=1. The yield is 0.890. (2) The reactants are C(N(CC)CC)C.Br[CH2:9][C:10]1[CH:15]=[CH:14][N:13]=[C:12]([NH:16][C:17]([O:19][C:20]([CH3:23])([CH3:22])[CH3:21])=[O:18])[CH:11]=1.[SH:24][C:25]1[N:33]=[CH:32][CH:31]=[CH:30][C:26]=1[C:27]([OH:29])=[O:28].C(OCC)(=O)C. The catalyst is CN(C)C=O. The product is [C:20]([O:19][C:17]([NH:16][C:12]1[CH:11]=[C:10]([CH2:9][S:24][C:25]2[C:26]([C:27]([OH:29])=[O:28])=[CH:30][CH:31]=[CH:32][N:33]=2)[CH:15]=[CH:14][N:13]=1)=[O:18])([CH3:23])([CH3:22])[CH3:21]. The yield is 0.880. (3) The reactants are CO[C:3]1(OC)[CH2:7][CH2:6][CH2:5]O1.[NH2:10][C:11]1[CH:12]=[CH:13][C:14]([Br:20])=[C:15]([CH:19]=1)[C:16]([OH:18])=[O:17]. The catalyst is CC(O)=O. The product is [Br:20][C:14]1[CH:13]=[CH:12][C:11]([N:10]2[CH:3]=[CH:7][CH:6]=[CH:5]2)=[CH:19][C:15]=1[C:16]([OH:18])=[O:17]. The yield is 0.680. (4) The reactants are [CH2:1]([NH:8][C:9]([O:11][CH2:12][C:13]1[S:17][C:16]([C:18]([O:20][CH3:21])=[O:19])=[C:15]([C:22]2[CH:27]=[CH:26][CH:25]=[CH:24][CH:23]=2)[CH:14]=1)=[O:10])[C:2]1[CH:7]=[CH:6][CH:5]=[CH:4][CH:3]=1.[H-].[Na+].[CH3:30]I. The catalyst is C1COCC1. The product is [CH2:1]([N:8]([CH3:30])[C:9]([O:11][CH2:12][C:13]1[S:17][C:16]([C:18]([O:20][CH3:21])=[O:19])=[C:15]([C:22]2[CH:27]=[CH:26][CH:25]=[CH:24][CH:23]=2)[CH:14]=1)=[O:10])[C:2]1[CH:3]=[CH:4][CH:5]=[CH:6][CH:7]=1. The yield is 0.530. (5) The reactants are Cl[S:2]([CH2:5][CH2:6][CH2:7][NH:8][C:9](=[O:11])[CH3:10])(=[O:4])=[O:3].[OH:12][CH2:13][C:14]([CH3:28])([CH3:27])[C:15]([O:17][CH2:18][C:19]1[CH:24]=[CH:23][C:22]([O:25][CH3:26])=[CH:21][CH:20]=1)=[O:16].C(N(CC)CC)C. The catalyst is ClCCl.CN(C1C=CN=CC=1)C. The product is [C:9]([NH:8][CH2:7][CH2:6][CH2:5][S:2]([O:12][CH2:13][C:14]([CH3:28])([CH3:27])[C:15]([O:17][CH2:18][C:19]1[CH:20]=[CH:21][C:22]([O:25][CH3:26])=[CH:23][CH:24]=1)=[O:16])(=[O:4])=[O:3])(=[O:11])[CH3:10]. The yield is 0.150. (6) The reactants are [CH2:1]([N:8]1[CH2:12][CH:11]([CH2:13]O)[CH2:10][C:9]1=[O:15])[C:2]1[CH:7]=[CH:6][CH:5]=[CH:4][CH:3]=1.C1(P(C2C=CC=CC=2)C2C=CC=CC=2)C=CC=CC=1.N1C=CN=C1.[I:40]I. The catalyst is C1(C)C=CC=CC=1. The product is [CH2:1]([N:8]1[CH2:12][CH:11]([CH2:13][I:40])[CH2:10][C:9]1=[O:15])[C:2]1[CH:7]=[CH:6][CH:5]=[CH:4][CH:3]=1. The yield is 0.460. (7) The yield is 0.500. The product is [S:1]1[C:5]2[CH:6]=[CH:7][CH:8]=[CH:9][C:4]=2[N:3]=[C:2]1[C:10]1[C:11](=[O:23])[O:12][C:13]2[C:18]([CH:19]=1)=[CH:17][CH:16]=[C:15]([CH:20]([Br:43])[CH3:21])[CH:14]=2. The reactants are [S:1]1[C:5]2[CH:6]=[CH:7][CH:8]=[CH:9][C:4]=2[N:3]=[C:2]1[C:10]1[C:11](=[O:23])[O:12][C:13]2[C:18]([CH:19]=1)=[CH:17][CH:16]=[C:15]([CH:20](O)[CH3:21])[CH:14]=2.C1(P(C2C=CC=CC=2)C2C=CC=CC=2)C=CC=CC=1.[Br:43]N1C(=O)CCC1=O.C(OCC)C. The catalyst is C(Cl)Cl. (8) The reactants are [C:1]([O:5][C:6]([NH:8][CH:9]([C:11]1[NH:12]C(C2C=CC=C3C=2N=C(NCC(F)(F)F)C(C)=N3)=C[C:15]=1[C:16]([O:18][CH2:19][CH3:20])=[O:17])[CH3:10])=[O:7])([CH3:4])([CH3:3])[CH3:2].Br[CH2:39][C:40]([C:42]1[C:51]([F:52])=[CH:50][CH:49]=[C:48]2[C:43]=1[N:44]=[C:45]([NH:54][C:55]([CH3:58])([CH3:57])[CH3:56])[C:46]([CH3:53])=[N:47]2)=O.C(OC(N[C@H](C)C(=O)CC(OCC)=O)=O)(C)(C)C.C([O-])([O-])=O.[K+].[K+].C(OC(NC(C)C(=O)C(CC(C1C(F)=CC=C2C=1N=C(NC(C)(C)C)C(C)=N2)=O)C(OCC)=O)=O)(C)(C)C. The catalyst is CN(C=O)C.CCO.CC(O)=O. The product is [C:1]([O:5][C:6]([NH:8][CH:9]([C:11]1[NH:12][C:40]([C:42]2[C:51]([F:52])=[CH:50][CH:49]=[C:48]3[C:43]=2[N:44]=[C:45]([NH:54][C:55]([CH3:58])([CH3:57])[CH3:56])[C:46]([CH3:53])=[N:47]3)=[CH:39][C:15]=1[C:16]([O:18][CH2:19][CH3:20])=[O:17])[CH3:10])=[O:7])([CH3:4])([CH3:2])[CH3:3]. The yield is 0.460. (9) The reactants are [H-].[Al+3].[Li+].[H-].[H-].[H-].[C:7]([O:11][C:12](=[O:25])[NH:13][CH2:14][C@H:15]1[CH2:20][CH2:19][C@H:18]([CH2:21][N:22]=[N+]=[N-])[CH2:17][CH2:16]1)([CH3:10])([CH3:9])[CH3:8]. The catalyst is C1COCC1. The product is [C:7]([O:11][C:12](=[O:25])[NH:13][CH2:14][C@H:15]1[CH2:16][CH2:17][C@H:18]([CH2:21][NH2:22])[CH2:19][CH2:20]1)([CH3:10])([CH3:8])[CH3:9]. The yield is 0.910.